From a dataset of Reaction yield outcomes from USPTO patents with 853,638 reactions. Predict the reaction yield, written as a fraction of the theoretical maximum amount of product (1.0 means a 100% yield; for example, 0.34 means a 34% yield). (1) The reactants are [C:1]([O:5][C:6]([N:8]1[CH2:13][CH:12]2[CH:10]([CH:11]2[C:14]([OH:16])=O)[CH2:9]1)=[O:7])([CH3:4])([CH3:3])[CH3:2].O[C:18]1[C:26]2[N:25]=[N:24]N[C:22]=2[CH:21]=[CH:20][CH:19]=1.C(N=C=N[CH2:32][CH2:33][CH2:34][N:35](C)C)C.CC[CH2:40][CH2:41][CH2:42][CH3:43].[CH2:44](Cl)Cl. The catalyst is C(OCC)(=O)C. The product is [CH2:42]([C:43]1[N:25]([C:26]2[CH:18]=[CH:19][CH:20]=[CH:21][CH:22]=2)[N:24]=[C:33]([CH2:34][NH:35][C:14]([CH:11]2[CH:10]3[CH:12]2[CH2:13][N:8]([C:6]([O:5][C:1]([CH3:2])([CH3:3])[CH3:4])=[O:7])[CH2:9]3)=[O:16])[CH:32]=1)[CH:41]([CH3:44])[CH3:40]. The yield is 0.921. (2) The reactants are [F:1][C:2]1[CH:3]=[CH:4][C:5]([C:8]2[N:12]3[CH2:13][C@H:14]([CH3:27])[N:15](CC4C=CC(OC)=CC=4)[C:16](=[O:17])[C:11]3=[N:10][N:9]=2)=[N:6][CH:7]=1. The catalyst is C(#N)C. The product is [F:1][C:2]1[CH:3]=[CH:4][C:5]([C:8]2[N:12]3[CH2:13][C@H:14]([CH3:27])[NH:15][C:16](=[O:17])[C:11]3=[N:10][N:9]=2)=[N:6][CH:7]=1. The yield is 0.560. (3) The reactants are [C:1]([O:10][CH:11]([CH2:13][C:14]#[C:15][CH2:16][CH3:17])[CH3:12])(=[O:9])[C:2]1[C:3](=[CH:5][CH:6]=[CH:7][CH:8]=1)[OH:4]. The catalyst is [Pd].C(O)C. The product is [C:1]([O:10][CH:11]([CH2:13]/[CH:14]=[CH:15]\[CH2:16][CH3:17])[CH3:12])(=[O:9])[C:2]1[C:3](=[CH:5][CH:6]=[CH:7][CH:8]=1)[OH:4]. The yield is 0.880. (4) The catalyst is [Pd].C1(P(C2C=CC=CC=2)C2C=CC=CC=2)C=CC=CC=1.C1(P(C2C=CC=CC=2)C2C=CC=CC=2)C=CC=CC=1.C1(P(C2C=CC=CC=2)C2C=CC=CC=2)C=CC=CC=1.C1(P(C2C=CC=CC=2)C2C=CC=CC=2)C=CC=CC=1. The reactants are [Cl:1][C:2]1[S:6][C:5]([C:7]([NH:9][CH2:10][C@H:11]2[C@H:19]3[N:14]([C:15]4[CH:23]=[CH:22][C:21](B5OC(C)(C)C(C)(C)O5)=[CH:20][C:16]=4[O:17][CH2:18]3)[C:13](=[O:33])[O:12]2)=[O:8])=[CH:4][CH:3]=1.[CH3:34][S:35]([C:38]1[CH:43]=[CH:42][CH:41]=[CH:40][C:39]=1Br)(=[O:37])=[O:36].C(=O)([O-])[O-].[Cs+].[Cs+]. The product is [Cl:1][C:2]1[S:6][C:5]([C:7]([NH:9][CH2:10][C@H:11]2[C@H:19]3[N:14]([C:15]4[CH:23]=[CH:22][C:21]([C:39]5[CH:40]=[CH:41][CH:42]=[CH:43][C:38]=5[S:35]([CH3:34])(=[O:37])=[O:36])=[CH:20][C:16]=4[O:17][CH2:18]3)[C:13](=[O:33])[O:12]2)=[O:8])=[CH:4][CH:3]=1. The yield is 0.352.